From a dataset of Orexin1 receptor HTS with 218,158 compounds and 233 confirmed actives. Binary Classification. Given a drug SMILES string, predict its activity (active/inactive) in a high-throughput screening assay against a specified biological target. (1) The molecule is S=c1n(C(C)C)c(=O)[nH][nH]1. The result is 1 (active). (2) The molecule is S(=O)(=O)(N1CCC(=CC1)C(=O)NCCc1ccc(cc1)C)c1ccccc1. The result is 0 (inactive). (3) The drug is S(=O)(=O)(NCCC(=O)N1CC(OC(C1)C)C)c1cc(c(cc1)C)C. The result is 0 (inactive).